Dataset: Full USPTO retrosynthesis dataset with 1.9M reactions from patents (1976-2016). Task: Predict the reactants needed to synthesize the given product. (1) Given the product [O:32]1[CH2:33][CH2:34][N:29]([C:24]2[CH:23]=[C:22]([C:15]3[CH:16]=[CH:17][CH:18]=[C:19]4[C:14]=3[O:13][C:12]3[CH:11]=[CH:10][CH:9]=[C:8]([NH:7][C:35](=[O:41])[CH2:36][CH2:37][C:38]([OH:40])=[O:39])[C:21]=3[CH2:20]4)[NH:27][C:26](=[O:28])[CH:25]=2)[CH2:30][CH2:31]1, predict the reactants needed to synthesize it. The reactants are: N1C=CC=CC=1.[NH2:7][C:8]1[CH:9]=[CH:10][CH:11]=[C:12]2[C:21]=1[CH2:20][C:19]1[CH:18]=[CH:17][CH:16]=[C:15]([C:22]3[NH:27][C:26](=[O:28])[CH:25]=[C:24]([N:29]4[CH2:34][CH2:33][O:32][CH2:31][CH2:30]4)[CH:23]=3)[C:14]=1[O:13]2.[C:35]1(=[O:41])[O:40][C:38](=[O:39])[CH2:37][CH2:36]1. (2) The reactants are: [F:1][C:2]1[CH:10]=[CH:9][CH:8]=[C:7]([F:11])[C:3]=1[C:4](Cl)=[O:5].[CH3:12][C:13]1[O:14][C:15]2[CH:28]=[CH:27][CH:26]=[CH:25][C:16]=2[C:17]=1[C:18]1[N:19]=[CH:20][C:21]([NH2:24])=[N:22][CH:23]=1.CCN(C(C)C)C(C)C. Given the product [F:1][C:2]1[CH:10]=[CH:9][CH:8]=[C:7]([F:11])[C:3]=1[C:4]([NH:24][C:21]1[CH:20]=[N:19][C:18]([C:17]2[C:16]3[CH:25]=[CH:26][CH:27]=[CH:28][C:15]=3[O:14][C:13]=2[CH3:12])=[CH:23][N:22]=1)=[O:5], predict the reactants needed to synthesize it. (3) Given the product [CH3:1][O:2][C:3](=[O:23])[C:4]1[CH:9]=[C:8]([N:10]2[CH:14]=[CH:13][N:12]=[C:11]2[CH3:15])[C:7]([C:16]([F:19])([F:17])[F:18])=[CH:6][C:5]=1[NH2:20], predict the reactants needed to synthesize it. The reactants are: [CH3:1][O:2][C:3](=[O:23])[C:4]1[CH:9]=[C:8]([N:10]2[CH:14]=[CH:13][N:12]=[C:11]2[CH3:15])[C:7]([C:16]([F:19])([F:18])[F:17])=[CH:6][C:5]=1[N+:20]([O-])=O.